Task: Predict the reactants needed to synthesize the given product.. Dataset: Full USPTO retrosynthesis dataset with 1.9M reactions from patents (1976-2016) (1) Given the product [Br:4][C:5]1[C:6]([C:1]#[N:2])=[N:7][CH:8]=[C:9]([CH3:11])[CH:10]=1, predict the reactants needed to synthesize it. The reactants are: [C-:1]#[N:2].[K+].[Br:4][C:5]1[C:6](F)=[N:7][CH:8]=[C:9]([CH3:11])[CH:10]=1.O. (2) The reactants are: Br[C:2]1[N:6]2[CH:7]=[CH:8][C:9]([C:12]([OH:15])([CH3:14])[CH3:13])=[C:10]([F:11])[C:5]2=[N:4][CH:3]=1.[F:16][C:17]1[CH:22]=[CH:21][CH:20]=[C:19]([C:23]2[CH:28]=[C:27](B3OCC(C)(C)CO3)[CH:26]=[CH:25][C:24]=2[F:37])[C:18]=1[C:38]#[N:39]. Given the product [F:16][C:17]1[CH:22]=[CH:21][CH:20]=[C:19]([C:23]2[CH:28]=[C:27]([C:2]3[N:6]4[CH:7]=[CH:8][C:9]([C:12]([OH:15])([CH3:14])[CH3:13])=[C:10]([F:11])[C:5]4=[N:4][CH:3]=3)[CH:26]=[CH:25][C:24]=2[F:37])[C:18]=1[C:38]#[N:39], predict the reactants needed to synthesize it. (3) Given the product [CH2:1]([O:8][C:9]1[CH:14]=[CH:13][C:12]([CH2:15][CH:16]([O:22][S:24]([CH3:23])(=[O:26])=[O:25])[C:17]([O:19][CH2:20][CH3:21])=[O:18])=[CH:11][CH:10]=1)[C:2]1[CH:7]=[CH:6][CH:5]=[CH:4][CH:3]=1, predict the reactants needed to synthesize it. The reactants are: [CH2:1]([O:8][C:9]1[CH:14]=[CH:13][C:12]([CH2:15][CH:16]([OH:22])[C:17]([O:19][CH2:20][CH3:21])=[O:18])=[CH:11][CH:10]=1)[C:2]1[CH:7]=[CH:6][CH:5]=[CH:4][CH:3]=1.[CH3:23][S:24](Cl)(=[O:26])=[O:25].C(N(CC)CC)C.